From a dataset of Forward reaction prediction with 1.9M reactions from USPTO patents (1976-2016). Predict the product of the given reaction. The product is: [CH2:1]([O:3][CH2:4][C:5]1[N:19]([CH2:20][CH2:21][CH2:22][C:23]([O:25][CH2:26][CH3:27])=[O:24])[C:18]2[C:17]3[CH:16]=[CH:15][CH:14]=[CH:13][C:12]=3[N:11]=[CH:10][C:9]=2[N:8]=1)[CH3:2]. Given the reactants [CH2:1]([O:3][CH2:4][C:5](Cl)=O)[CH3:2].[NH2:8][C:9]1[CH:10]=[N:11][C:12]2[C:17]([C:18]=1[NH:19][CH2:20][CH2:21][CH2:22][C:23]([O:25][CH2:26][CH3:27])=[O:24])=[CH:16][CH:15]=[CH:14][CH:13]=2.C(N(CC)CC)C.C(O)C, predict the reaction product.